This data is from TCR-epitope binding with 47,182 pairs between 192 epitopes and 23,139 TCRs. The task is: Binary Classification. Given a T-cell receptor sequence (or CDR3 region) and an epitope sequence, predict whether binding occurs between them. (1) The epitope is IVTDFSVIK. The TCR CDR3 sequence is CASSQEGGFTDTQYF. Result: 1 (the TCR binds to the epitope). (2) The epitope is VTIAEILLI. The TCR CDR3 sequence is CASSPFGTGSGYRTEAFF. Result: 0 (the TCR does not bind to the epitope). (3) The epitope is AYAQKIFKI. The TCR CDR3 sequence is CASSSKYDNYPDYEQYF. Result: 0 (the TCR does not bind to the epitope). (4) The epitope is FLASKIGRLV. Result: 0 (the TCR does not bind to the epitope). The TCR CDR3 sequence is CASNPGSYEQYF. (5) The TCR CDR3 sequence is CASSPGTGELFF. Result: 1 (the TCR binds to the epitope). The epitope is GTSGSPIVNR. (6) The epitope is PKYVKQNTLKLAT. The TCR CDR3 sequence is CASSQPAGPSTDTQYF. Result: 1 (the TCR binds to the epitope).